Dataset: Antibody developability classification from SAbDab with 2,409 antibodies. Task: Regression/Classification. Given an antibody's heavy chain and light chain sequences, predict its developability. TAP uses regression for 5 developability metrics; SAbDab uses binary classification. (1) The antibody is ['QVQLQESGPGLVKPSETLSLTCTVSGGSISSHYWSWIRQSPGKGLQWIGYIYYSGSTNYSPSLKSRVTISVETAKNQFSLKLTSMTAADTAVYYCARGPVPAVFYGDYRLDPWGQGTLVTVSS', 'EIVLTQSPGTLSLSAGERATLSCRASQSVSSRYLAWYQQKPGQAPRLLIYGASSRATGIPDRFSGSGSGTDFTLTISRVEPEDFAVYYCQQYDNSVCTFGQGTKLEIK']. Result: 0 (not developable). (2) The antibody is ['EVQLVESGPGLVKPSQTLSLTCTVSGASISSGGYFWSWIRQHPGKGLEWIGNIYYIGNTYYNPSLKSRLTISVDTTQNQFSLKLTSVTAADTAVYYCARVPRLRGGNYFDSWGQGTLVTVSS', 'QSVLTQPASVSGSPGQSITISCTGTSSDVGGYKYVSWYQQHPDKAPKLMIYEVSNRPSGVSNRFSGSKSGNTASLTISGLQAEDEADYYCSSYTSSSTWVFGGGTKLTVL']. Result: 0 (not developable). (3) The antibody is ['QVHLQESGPELVRPGASVKISCKTSGYVFSSSWMNWVKQRPGQGLKWIGRIYPGNGNTNYNEKFKGKATLTADKSSNTAYMQLSSLTSVDSAVYFCATSSAYWGQGTLLTVSA', 'DIQMTQTTSSLSASLGDRVTFSCSASQDISNYLNWYQQKPDGTIKLLIYYTSSLRSGVPSRFSGSGSGTDYSLTINNLEPEDIATYFCQQYSRLPFTFGSGTKLEIK']. Result: 0 (not developable). (4) The antibody is ['QLQLQESGPGLVKPSETLSLTCTVSGGSISSSSYYWGWIRQPPGKGLEWIGSVYYSGGASYNPSLKSRATISVDTSKNQFSLNLDSVSAADTAIYYCASIYGSGTFYYYFYMDVWGKGSTVTVSS', 'DIQMTQSPSSLSASVGDRVTITCQASQVISNYLNWYQQKPGKAPKLLIYDTSNLKTGVPSRFSGSGSGTDFTFTISSLQPEDIATYYCQQYENLQFTFGPGTKVDIK']. Result: 0 (not developable). (5) The antibody is ['3ze0', 'DILMTQSPSSMSVSLGDTVSITCHASQGISSNIGWLQQKPGKSFMGLIYYGTNLVDGVPSRFSGSGSGADYSLTISSLDSEDFADYYCVQYAQLPYTFGGGTKLEIK']. Result: 0 (not developable). (6) The antibody is ['2atk', 'PROT_7E7F8549']. Result: 0 (not developable).